This data is from Full USPTO retrosynthesis dataset with 1.9M reactions from patents (1976-2016). The task is: Predict the reactants needed to synthesize the given product. Given the product [CH3:23][C:19]1([CH3:24])[CH2:18][C:17]2([CH2:25][CH2:26][CH2:27][N:15]([CH:12]3[CH2:11][CH2:10][N:9]([C:7]([C:6]4[C:5]5[CH:28]=[CH:29][CH:30]=[CH:31][C:4]=5[S:3][C:2]=4[NH:1][C:40]([NH:58][CH2:57][CH2:56][O:55][CH:52]([CH3:54])[CH3:53])=[O:41])=[O:8])[CH2:14][CH2:13]3)[CH2:16]2)[C:21](=[O:22])[O:20]1, predict the reactants needed to synthesize it. The reactants are: [NH2:1][C:2]1[S:3][C:4]2[CH:31]=[CH:30][CH:29]=[CH:28][C:5]=2[C:6]=1[C:7]([N:9]1[CH2:14][CH2:13][CH:12]([N:15]2[CH2:27][CH2:26][CH2:25][C:17]3([C:21](=[O:22])[O:20][C:19]([CH3:24])([CH3:23])[CH2:18]3)[CH2:16]2)[CH2:11][CH2:10]1)=[O:8].C(N(CC)CC)C.Cl[C:40](OC1C=CC([N+]([O-])=O)=CC=1)=[O:41].[CH:52]([O:55][CH2:56][CH2:57][NH2:58])([CH3:54])[CH3:53].C(=O)([O-])O.[Na+].